From a dataset of Peptide-MHC class II binding affinity with 134,281 pairs from IEDB. Regression. Given a peptide amino acid sequence and an MHC pseudo amino acid sequence, predict their binding affinity value. This is MHC class II binding data. (1) The peptide sequence is KDKWIELKESWGAIWRIDTP. The MHC is DRB1_0701 with pseudo-sequence DRB1_0701. The binding affinity (normalized) is 0.442. (2) The peptide sequence is LVNSSQPWEPLQLHV. The binding affinity (normalized) is 0.425. The MHC is DRB1_1302 with pseudo-sequence DRB1_1302.